From a dataset of Forward reaction prediction with 1.9M reactions from USPTO patents (1976-2016). Predict the product of the given reaction. (1) Given the reactants [O:1]1[C:6]2=[C:7]3[C:12](=[CH:13][CH:14]=C2OCC1)N=CC=C3.CC1C=C(C)C=CC=1S([O-])(=O)=O.[NH:27]1[C:35]2[C:30](=[CH:31][CH:32]=[CH:33][CH:34]=2)[CH:29]=[CH:28]1.C1(=O)CCC=C1, predict the reaction product. The product is: [NH:27]1[C:35]2[C:30](=[CH:31][CH:32]=[CH:33][CH:34]=2)[C:29]([CH:13]2[CH2:12][CH2:7][C:6](=[O:1])[CH2:14]2)=[CH:28]1. (2) Given the reactants [Cl:1][C:2]1[CH:3]=[C:4]([C@H:9]2[CH2:14][C@H:13]([C:15]3[O:19][NH:18][C:17](=[O:20])[CH:16]=3)[CH2:12][CH2:11][N:10]2C(OC)=O)[CH:5]=[C:6]([Cl:8])[CH:7]=1.Br, predict the reaction product. The product is: [Cl:8][C:6]1[CH:5]=[C:4]([C@H:9]2[CH2:14][C@H:13]([C:15]3[O:19][NH:18][C:17](=[O:20])[CH:16]=3)[CH2:12][CH2:11][NH:10]2)[CH:3]=[C:2]([Cl:1])[CH:7]=1. (3) The product is: [CH2:17]([O:19][C:20]([C:22]1[N:23]=[C:24]2[CH2:29][N:28]([CH2:14][C:8]3[CH:9]=[CH:10][CH:11]=[CH:12][CH:13]=3)[CH2:27][CH2:26][N:25]2[CH:30]=1)=[O:21])[CH3:18]. Given the reactants CCN(CC)CC.[C:8]1([CH:14]=O)[CH:13]=[CH:12][CH:11]=[CH:10][CH:9]=1.Cl.[CH2:17]([O:19][C:20]([C:22]1[N:23]=[C:24]2[CH2:29][NH:28][CH2:27][CH2:26][N:25]2[CH:30]=1)=[O:21])[CH3:18].[BH3-]C#N.[Na+], predict the reaction product. (4) Given the reactants [CH:1]1([OH:7])[CH2:6][CH2:5][CH2:4][CH2:3][CH2:2]1.[CH3:8][S:9](Cl)(=[O:11])=[O:10].O, predict the reaction product. The product is: [CH3:8][S:9]([O:7][CH:1]1[CH2:6][CH2:5][CH2:4][CH2:3][CH2:2]1)(=[O:11])=[O:10]. (5) Given the reactants [CH3:1][O:2][C:3]1[CH:8]=[C:7]([CH3:9])[C:6]([S:10]([N:13]2[CH2:18][CH2:17][CH2:16][CH2:15][CH:14]2/[CH:19]=[CH:20]/[C:21]([O:23][CH2:24][CH3:25])=[O:22])(=[O:12])=[O:11])=[C:5]([CH3:26])[CH:4]=1, predict the reaction product. The product is: [CH3:1][O:2][C:3]1[CH:4]=[C:5]([CH3:26])[C:6]([S:10]([N:13]2[CH2:18][CH2:17][CH2:16][CH2:15][CH:14]2[CH2:19][CH2:20][C:21]([O:23][CH2:24][CH3:25])=[O:22])(=[O:11])=[O:12])=[C:7]([CH3:9])[CH:8]=1. (6) Given the reactants [C:1](=[O:4])([O-])[O-].[Na+].[Na+].[I-].[Na+].Br[CH2:10][CH2:11][O:12][C:13]1[CH:18]=[CH:17][C:16]([C:19](=[O:21])[CH3:20])=[CH:15][CH:14]=1.[CH3:22][C:23](N(C)C)=[O:24], predict the reaction product. The product is: [OH:24][CH2:23][C:22]1[CH:18]=[C:13]([CH:14]=[C:15]([CH2:1][OH:4])[CH:16]=1)[O:12][CH2:10][CH2:11][O:12][C:13]1[CH:18]=[CH:17][C:16]([C:19](=[O:21])[CH3:20])=[CH:15][CH:14]=1. (7) Given the reactants [Cl-].C[Al+]C.C([O:7][C:8]([C:10]1[CH:14]=[CH:13][N:12]([CH:15]([CH3:17])[CH3:16])[C:11]=1[CH:18]([NH:27][C:28]1[CH:33]=[CH:32][CH:31]=[C:30]([Cl:34])[C:29]=1[F:35])[C:19]1[CH:24]=[CH:23][C:22]([C:25]#[N:26])=[CH:21][CH:20]=1)=O)C, predict the reaction product. The product is: [Cl:34][C:30]1[C:29]([F:35])=[C:28]([N:27]2[C:8](=[O:7])[C:10]3[CH:14]=[CH:13][N:12]([CH:15]([CH3:16])[CH3:17])[C:11]=3[CH:18]2[C:19]2[CH:20]=[CH:21][C:22]([C:25]#[N:26])=[CH:23][CH:24]=2)[CH:33]=[CH:32][CH:31]=1. (8) Given the reactants [OH:1][C:2]1[CH:7]=[CH:6][C:5]([C:8]2[C:17]3[CH2:16][CH2:15][C@H:14]4[C@H:18]([CH3:25])[C:19](=[O:24])[CH:20]([C:22]#[N:23])[CH2:21][C@:13]4([C:26]4[CH:31]=[CH:30][CH:29]=[CH:28][CH:27]=4)[C:12]=3[N:11]=[C:10]([CH3:32])[N:9]=2)=[CH:4][CH:3]=1.ClC1C(=O)C(C#N)=C(C#N)C(=O)C=1Cl, predict the reaction product. The product is: [OH:1][C:2]1[CH:7]=[CH:6][C:5]([C:8]2[C:17]3[CH2:16][CH2:15][C@H:14]4[C@H:18]([CH3:25])[C:19](=[O:24])[C:20]([C:22]#[N:23])=[CH:21][C@:13]4([C:26]4[CH:27]=[CH:28][CH:29]=[CH:30][CH:31]=4)[C:12]=3[N:11]=[C:10]([CH3:32])[N:9]=2)=[CH:4][CH:3]=1. (9) Given the reactants [F:1][C:2]([F:15])([F:14])[S:3]([O:6]S(C(F)(F)F)(=O)=O)(=[O:5])=[O:4].O=[C:17]1[CH2:22][CH2:21][CH:20]([C:23]([O:25][CH2:26][CH3:27])=[O:24])[CH2:19][CH2:18]1.N1C(C)=CC=CC=1C, predict the reaction product. The product is: [F:1][C:2]([F:15])([F:14])[S:3]([O:6][C:17]1[CH2:22][CH2:21][CH:20]([C:23]([O:25][CH2:26][CH3:27])=[O:24])[CH2:19][CH:18]=1)(=[O:5])=[O:4].